This data is from Forward reaction prediction with 1.9M reactions from USPTO patents (1976-2016). The task is: Predict the product of the given reaction. (1) Given the reactants [CH2:1]([O:3][C:4](=[O:32])[CH2:5][C:6]1[CH:7]=[N:8][CH:9]=[C:10]([C:12]2[CH:17]=[CH:16][C:15]([C:18]([F:21])([F:20])[F:19])=[CH:14][C:13]=2[CH2:22][NH:23][CH2:24][CH2:25][C:26]2[CH:31]=[CH:30][CH:29]=[CH:28][N:27]=2)[CH:11]=1)[CH3:2].[CH:33]1([C:36](Cl)=[O:37])[CH2:35][CH2:34]1, predict the reaction product. The product is: [CH2:1]([O:3][C:4](=[O:32])[CH2:5][C:6]1[CH:7]=[N:8][CH:9]=[C:10]([C:12]2[CH:17]=[CH:16][C:15]([C:18]([F:19])([F:20])[F:21])=[CH:14][C:13]=2[CH2:22][N:23]([C:36]([CH:33]2[CH2:35][CH2:34]2)=[O:37])[CH2:24][CH2:25][C:26]2[CH:31]=[CH:30][CH:29]=[CH:28][N:27]=2)[CH:11]=1)[CH3:2]. (2) Given the reactants [CH:1]1([CH2:6][CH:7]([C:11]2[CH:16]=[CH:15][C:14]([F:17])=[C:13]([C:18]([F:21])([F:20])[F:19])[CH:12]=2)[C:8]([OH:10])=O)[CH2:5][CH2:4][CH2:3][CH2:2]1.C(Cl)(=O)C(Cl)=O.[CH2:28]([O:30][C:31](=[O:39])[CH2:32][C:33]1[N:34]=[C:35]([NH2:38])[S:36][CH:37]=1)[CH3:29].C(N(CC)C(C)C)(C)C, predict the reaction product. The product is: [CH2:28]([O:30][C:31](=[O:39])[CH2:32][C:33]1[N:34]=[C:35]([NH:38][C:8](=[O:10])[CH:7]([C:11]2[CH:16]=[CH:15][C:14]([F:17])=[C:13]([C:18]([F:21])([F:19])[F:20])[CH:12]=2)[CH2:6][CH:1]2[CH2:5][CH2:4][CH2:3][CH2:2]2)[S:36][CH:37]=1)[CH3:29]. (3) Given the reactants Cl[C:2]1[CH:7]=[C:6]([C:8]([CH3:12])([CH3:11])[C:9]#[N:10])[CH:5]=[C:4]([CH:13]2[CH2:15][CH2:14]2)[N:3]=1.[F:16][CH:17]([F:35])[O:18][C:19]1[C:20]([NH2:34])=[N:21][CH:22]=[C:23](B2OC(C)(C)C(C)(C)O2)[CH:24]=1.C(=O)([O-])[O-].[Cs+].[Cs+], predict the reaction product. The product is: [NH2:34][C:20]1[N:21]=[CH:22][C:23]([C:2]2[CH:7]=[C:6]([C:8]([CH3:12])([CH3:11])[C:9]#[N:10])[CH:5]=[C:4]([CH:13]3[CH2:15][CH2:14]3)[N:3]=2)=[CH:24][C:19]=1[O:18][CH:17]([F:35])[F:16]. (4) The product is: [CH3:13][O:12][C:11]1[CH:10]=[C:6]2[C:7](=[O:9])[O:16][C:14](=[O:15])[C:5]2=[CH:4][C:3]=1[O:2][CH3:1]. Given the reactants [CH3:1][O:2][C:3]1[CH:4]=[C:5]([C:14]([OH:16])=[O:15])[C:6](=[CH:10][C:11]=1[O:12][CH3:13])[C:7]([OH:9])=O, predict the reaction product. (5) Given the reactants C([C@@H]1N(C(=O)C2C=CC(OC3C=CC=CC=3)=CC=2)C[C@H](CC(C)C)NC1=O)C(C)C.[CH2:31]([C@@H:35]1[NH:40][CH2:39][C@H:38]([C:41]2[CH:46]=[CH:45][CH:44]=[CH:43][CH:42]=2)[NH:37][C:36]1=[O:47])[CH:32]([CH3:34])[CH3:33].[S:48]1[CH:52]=[CH:51][CH:50]=[C:49]1[C:53]1[O:57][N:56]=[C:55]([C:58](O)=[O:59])[CH:54]=1, predict the reaction product. The product is: [CH2:31]([C@@H:35]1[N:40]([C:58]([C:55]2[CH:54]=[C:53]([C:49]3[S:48][CH:52]=[CH:51][CH:50]=3)[O:57][N:56]=2)=[O:59])[CH2:39][C@H:38]([C:41]2[CH:42]=[CH:43][CH:44]=[CH:45][CH:46]=2)[NH:37][C:36]1=[O:47])[CH:32]([CH3:34])[CH3:33]. (6) Given the reactants [O:1]([CH2:8][C:9]1[CH:24]=[C:12]2[CH2:13][N:14](CC3C=CC=CC=3)[CH2:15][CH2:16][N:11]2[N:10]=1)[C:2]1[CH:7]=[CH:6][CH:5]=[CH:4][CH:3]=1.C([O-])=O.[NH4+], predict the reaction product. The product is: [O:1]([CH2:8][C:9]1[CH:24]=[C:12]2[CH2:13][NH:14][CH2:15][CH2:16][N:11]2[N:10]=1)[C:2]1[CH:3]=[CH:4][CH:5]=[CH:6][CH:7]=1. (7) The product is: [C:41]([O:40][C:38]([N:26]1[C:25]2[CH:27]=[CH:28][CH:29]=[CH:30][C:24]=2[N:23]=[C:22]1[C:11]1([NH:14][C:15]([O:17][C:18]([CH3:21])([CH3:20])[CH3:19])=[O:16])[CH2:10][CH2:9][N:8]([C:6]([O:5][C:1]([CH3:2])([CH3:3])[CH3:4])=[O:7])[CH2:13][CH2:12]1)=[O:39])([CH3:44])([CH3:43])[CH3:42]. Given the reactants [C:1]([O:5][C:6]([N:8]1[CH2:13][CH2:12][C:11]([C:22]2[NH:26][C:25]3[CH:27]=[CH:28][CH:29]=[CH:30][C:24]=3[N:23]=2)([NH:14][C:15]([O:17][C:18]([CH3:21])([CH3:20])[CH3:19])=[O:16])[CH2:10][CH2:9]1)=[O:7])([CH3:4])([CH3:3])[CH3:2].C(N(CC)CC)C.[C:38](O[C:38]([O:40][C:41]([CH3:44])([CH3:43])[CH3:42])=[O:39])([O:40][C:41]([CH3:44])([CH3:43])[CH3:42])=[O:39], predict the reaction product. (8) Given the reactants P(Cl)(Cl)(Cl)=O.[N:6]1[CH:11]=CC=C[CH:7]=1.[N:12]12[CH2:22][CH2:21][CH2:20][N:19]=[C:18]1[CH2:17][CH2:16][CH2:15][CH2:14][CH2:13]2.[OH2:23], predict the reaction product. The product is: [CH:7]1[N:6]=[CH:11][N:19]2[CH2:18][CH2:17][CH2:16][C:15](=[C:14]3[CH2:21][CH2:22][NH:12][C:13]3=[O:23])[C:20]=12. (9) Given the reactants [CH3:1][O:2][C:3]1[CH:8]=[CH:7][CH:6]=[CH:5][C:4]=1[NH:9][C:10](=[O:34])[NH:11][C:12]1[CH:13]=[C:14]([N:18]2[C:23](=[O:24])[C:22]([CH2:25][CH2:26][C:27]([OH:29])=[O:28])=[N:21][C:20]3[CH:30]=[CH:31][CH:32]=[N:33][C:19]2=3)[CH:15]=[CH:16][CH:17]=1.O[N:36]1[C:40](=[O:41])[CH2:39][CH2:38][C:37]1=[O:42].C(N=C=NCCCN(C)C)C, predict the reaction product. The product is: [CH3:1][O:2][C:3]1[CH:8]=[CH:7][CH:6]=[CH:5][C:4]=1[NH:9][C:10](=[O:34])[NH:11][C:12]1[CH:13]=[C:14]([N:18]2[C:23](=[O:24])[C:22]([CH2:25][CH2:26][C:27]([O:29][N:36]3[C:40](=[O:41])[CH2:39][CH2:38][C:37]3=[O:42])=[O:28])=[N:21][C:20]3[CH:30]=[CH:31][CH:32]=[N:33][C:19]2=3)[CH:15]=[CH:16][CH:17]=1. (10) Given the reactants [CH3:1][O:2][C:3](=[O:24])[CH:4]([NH:11][C:12](=[O:23])[C@@H:13]([NH:15]C(OC(C)(C)C)=O)[CH3:14])[C:5]1[CH:10]=[CH:9][CH:8]=[CH:7][N:6]=1.Cl, predict the reaction product. The product is: [CH3:1][O:2][C:3](=[O:24])[CH:4]([NH:11][C:12](=[O:23])[C@@H:13]([NH2:15])[CH3:14])[C:5]1[CH:10]=[CH:9][CH:8]=[CH:7][N:6]=1.